This data is from Forward reaction prediction with 1.9M reactions from USPTO patents (1976-2016). The task is: Predict the product of the given reaction. The product is: [OH:88][CH2:87][CH2:86][CH2:85][CH2:84][CH2:83][CH2:82][CH2:81][CH2:80][CH2:79][CH2:78][CH2:77][S:76][C:2]1[CH:3]=[C:4]2[C:9](=[C:10]([CH3:12])[CH:11]=1)[N:8]=[CH:7][C:6]([C:13]([NH2:15])=[O:14])=[C:5]2[NH:16][C:17]1[CH:22]=[CH:21][CH:20]=[C:19]([O:23][CH3:24])[CH:18]=1. Given the reactants I[C:2]1[CH:3]=[C:4]2[C:9](=[C:10]([CH3:12])[CH:11]=1)[N:8]=[CH:7][C:6]([C:13]([NH2:15])=[O:14])=[C:5]2[NH:16][C:17]1[CH:22]=[CH:21][CH:20]=[C:19]([O:23][CH3:24])[CH:18]=1.CCN(C(C)C)C(C)C.CC1(C)C2C(=C(P(C3C=CC=CC=3)C3C=CC=CC=3)C=CC=2)OC2C(P(C3C=CC=CC=3)C3C=CC=CC=3)=CC=CC1=2.[SH:76][CH2:77][CH2:78][CH2:79][CH2:80][CH2:81][CH2:82][CH2:83][CH2:84][CH2:85][CH2:86][CH2:87][OH:88], predict the reaction product.